This data is from Full USPTO retrosynthesis dataset with 1.9M reactions from patents (1976-2016). The task is: Predict the reactants needed to synthesize the given product. (1) Given the product [CH3:1][N:2]1[CH:6]=[C:5]([C:7]2[CH:12]=[C:11]([O:13][C:14]3[CH:15]=[CH:16][C:17]([NH:20][C:39]([N:29]4[CH2:30][CH2:31][N:32]([CH:33]5[CH2:38][CH2:37][O:36][CH2:35][CH2:34]5)[C:28]4=[O:27])=[O:40])=[N:18][CH:19]=3)[CH:10]=[CH:9][N:8]=2)[CH:4]=[N:3]1, predict the reactants needed to synthesize it. The reactants are: [CH3:1][N:2]1[CH:6]=[C:5]([C:7]2[CH:12]=[C:11]([O:13][C:14]3[CH:15]=[CH:16][C:17]([NH2:20])=[N:18][CH:19]=3)[CH:10]=[CH:9][N:8]=2)[CH:4]=[N:3]1.N1C=CC=CC=1.[O:27]=[C:28]1[N:32]([CH:33]2[CH2:38][CH2:37][O:36][CH2:35][CH2:34]2)[CH2:31][CH2:30][N:29]1[C:39](Cl)=[O:40]. (2) The reactants are: COC(=O)CO[C:6]1[CH:14]=[CH:13][CH:12]=[C:11]2[C:7]=1[CH:8]=[CH:9][N:10]2[CH2:15][C:16]1[S:20][C:19]([C:21]2[CH:26]=[CH:25][C:24]([C:27]([F:30])([F:29])[F:28])=[CH:23][CH:22]=2)=[N:18][C:17]=1[CH3:31].[CH3:33][O:34][C:35](=[O:47])[CH2:36][O:37]C1C=CC=C2C=1NC=C2. Given the product [CH3:33][O:34][C:35](=[O:47])[CH2:36][O:37][C:12]1[CH:13]=[CH:14][CH:6]=[C:7]2[C:11]=1[N:10]([CH2:15][C:16]1[S:20][C:19]([C:21]3[CH:26]=[CH:25][C:24]([C:27]([F:29])([F:28])[F:30])=[CH:23][CH:22]=3)=[N:18][C:17]=1[CH3:31])[CH:9]=[CH:8]2, predict the reactants needed to synthesize it. (3) Given the product [CH2:31]([N:38]([CH2:39][C:40]1[CH:41]=[CH:42][C:43]([C:44]([O:46][CH3:47])=[O:45])=[CH:48][CH:49]=1)[S:57]([C:54]1[CH:55]=[N:56][CH:51]=[CH:52][C:53]=1[Cl:21])(=[O:59])=[O:58])[C:32]1[CH:33]=[CH:34][CH:35]=[CH:36][CH:37]=1, predict the reactants needed to synthesize it. The reactants are: COC(=O)C1C=CC(CN(CC2C=CC=CC=2)S(C2C=CC([Cl:21])=CC=2)(=O)=O)=CC=1.Cl.[CH2:31]([NH:38][CH2:39][C:40]1[CH:49]=[CH:48][C:43]([C:44]([O:46][CH3:47])=[O:45])=[CH:42][CH:41]=1)[C:32]1[CH:37]=[CH:36][CH:35]=[CH:34][CH:33]=1.Cl[C:51]1[N:56]=[CH:55][C:54]([S:57](Cl)(=[O:59])=[O:58])=[CH:53][CH:52]=1. (4) Given the product [C:13]([C:10]1[N:11]=[CH:12][N:8]([CH2:2][C:3]([O:5][CH2:6][CH3:7])=[O:4])[N:9]=1)#[N:14], predict the reactants needed to synthesize it. The reactants are: Br[CH2:2][C:3]([O:5][CH2:6][CH3:7])=[O:4].[NH:8]1[CH:12]=[N:11][C:10]([C:13]#[N:14])=[N:9]1. (5) Given the product [NH2:20][C:14]1[C:10]([C:11]([OH:13])=[O:12])=[C:9]([O:8][CH2:1][C:2]2[CH:3]=[CH:4][CH:5]=[CH:6][CH:7]=2)[C:17]([O:18][CH3:19])=[CH:16][CH:15]=1, predict the reactants needed to synthesize it. The reactants are: [CH2:1]([O:8][C:9]1[C:17]([O:18][CH3:19])=[CH:16][CH:15]=[C:14]([N+:20]([O-])=O)[C:10]=1[C:11]([OH:13])=[O:12])[C:2]1[CH:7]=[CH:6][CH:5]=[CH:4][CH:3]=1.[OH-].[NH4+]. (6) Given the product [C:32]([O:22][C:19]1[CH:20]=[CH:21][C:16]([O:15][CH2:14][C:12]2[CH:11]=[C:10]([NH:23][C:24]([O:25][C:43]([CH3:45])([CH3:44])[CH3:42])=[O:26])[CH:9]=[C:8]([NH:7][C:6]([O:5][C:1]([CH3:4])([CH3:2])[CH3:3])=[O:27])[CH:13]=2)=[CH:17][CH:18]=1)(=[O:28])[C:31]([CH3:30])=[CH2:33], predict the reactants needed to synthesize it. The reactants are: [C:1]([O:5][C:6](=[O:27])[NH:7][C:8]1[CH:13]=[C:12]([CH2:14][O:15][C:16]2[CH:21]=[CH:20][C:19]([OH:22])=[CH:18][CH:17]=2)[CH:11]=[C:10]([NH:23][C:24](=[O:26])[O-:25])[CH:9]=1)([CH3:4])([CH3:3])[CH3:2].[O:28]1[CH2:32][CH2:31][CH2:30]C1.[CH3:33]CN(C(C)C)C(C)C.[C:42](O[C:42](=O)[C:43]([CH3:45])=[CH2:44])(=O)[C:43]([CH3:45])=[CH2:44].